This data is from Catalyst prediction with 721,799 reactions and 888 catalyst types from USPTO. The task is: Predict which catalyst facilitates the given reaction. (1) Reactant: [OH:1][C:2]1[CH:11]=[C:10]2[C:5]([CH2:6][C@@H:7]([C:19](=[O:31])[NH:20][C@H:21]3[C:30]4[C:25](=[CH:26][CH:27]=[CH:28][CH:29]=4)[CH2:24][CH2:23][CH2:22]3)[N:8]([C:12]([O:14][C:15]([CH3:18])([CH3:17])[CH3:16])=[O:13])[CH2:9]2)=[CH:4][CH:3]=1.CCN(CC)CC.C1(N([S:46]([C:49]([F:52])([F:51])[F:50])(=[O:48])=[O:47])[S:46]([C:49]([F:52])([F:51])[F:50])(=[O:48])=[O:47])C=CC=CC=1. Product: [C@H:21]1([NH:20][C:19]([C@@H:7]2[CH2:6][C:5]3[C:10](=[CH:11][C:2]([O:1][S:46]([C:49]([F:52])([F:51])[F:50])(=[O:48])=[O:47])=[CH:3][CH:4]=3)[CH2:9][N:8]2[C:12]([O:14][C:15]([CH3:16])([CH3:17])[CH3:18])=[O:13])=[O:31])[C:30]2[C:25](=[CH:26][CH:27]=[CH:28][CH:29]=2)[CH2:24][CH2:23][CH2:22]1. The catalyst class is: 64. (2) Reactant: [N+:1]([CH2:3][C:4]([O:6][CH2:7][CH3:8])=[O:5])#[C-:2].CO[CH:11](OC)[N:12]([CH3:14])[CH3:13]. Product: [CH2:7]([O:6][C:4](=[O:5])[C:3]([N+:1]#[C-:2])=[CH:11][N:12]([CH3:14])[CH3:13])[CH3:8]. The catalyst class is: 8. (3) Reactant: [CH2:1]([OH:5])[CH2:2][CH2:3][CH3:4].[CH3:6][C:7]1[CH:8]=[C:9](I)[CH:10]=[C:11]([CH3:13])[CH:12]=1.C([O-])([O-])=O.[Cs+].[Cs+].C1(C2C=CC=CC=2O)C=CC=CC=1.CCCCCCCCCCCC. Product: [CH2:1]([O:5][C:9]1[CH:10]=[C:11]([CH3:13])[CH:12]=[C:7]([CH3:6])[CH:8]=1)[CH2:2][CH2:3][CH3:4]. The catalyst class is: 205. (4) Reactant: [CH3:1][C:2]1[N:6]=[C:5](C(Cl)(Cl)Cl)[O:4][N:3]=1.[NH2:11][CH2:12][CH2:13][O:14][C:15]1[C:20]([CH3:21])=[CH:19][C:18]([C:22]2[NH:31][C:30](=[O:32])[C:29]3[C:24](=[CH:25][C:26]([O:35][CH3:36])=[CH:27][C:28]=3[O:33][CH3:34])[N:23]=2)=[CH:17][C:16]=1[CH3:37].C(=O)([O-])[O-].[Cs+].[Cs+].O. Product: [CH3:37][C:16]1[CH:17]=[C:18]([C:22]2[NH:31][C:30](=[O:32])[C:29]3[C:24](=[CH:25][C:26]([O:35][CH3:36])=[CH:27][C:28]=3[O:33][CH3:34])[N:23]=2)[CH:19]=[C:20]([CH3:21])[C:15]=1[O:14][CH2:13][CH2:12][NH:11][C:5]1[O:4][N:3]=[C:2]([CH3:1])[N:6]=1. The catalyst class is: 3. (5) Reactant: [CH3:1][O:2][C:3](=[O:19])[CH2:4][O:5][C:6]1[C:15]2[C:10](=[CH:11][CH:12]=[CH:13][CH:14]=2)[C:9]([N+:16]([O-])=O)=[CH:8][CH:7]=1.[H][H]. Product: [CH3:1][O:2][C:3](=[O:19])[CH2:4][O:5][C:6]1[C:15]2[C:10](=[CH:11][CH:12]=[CH:13][CH:14]=2)[C:9]([NH2:16])=[CH:8][CH:7]=1. The catalyst class is: 19. (6) Reactant: [CH2:1]([O:3][C:4](=[O:27])[CH:5]([N:13]=C(C1C=CC=CC=1)C1C=CC=CC=1)[CH2:6][C:7]1([F:12])[CH2:11][CH2:10][CH2:9][CH2:8]1)[CH3:2].Cl.C(=O)(O)[O-].[Na+]. Product: [CH2:1]([O:3][C:4](=[O:27])[CH:5]([NH2:13])[CH2:6][C:7]1([F:12])[CH2:11][CH2:10][CH2:9][CH2:8]1)[CH3:2]. The catalyst class is: 4. (7) Reactant: [CH3:1][N:2]1[C:6]([C:7]([O:9]C)=[O:8])=[C:5]([C:11]([O:13][CH3:14])=[O:12])[N:4]=[C:3]1[CH3:15].[Li+].[OH-]. Product: [CH3:14][O:13][C:11]([C:5]1[N:4]=[C:3]([CH3:15])[N:2]([CH3:1])[C:6]=1[C:7]([OH:9])=[O:8])=[O:12]. The catalyst class is: 36.